Dataset: Catalyst prediction with 721,799 reactions and 888 catalyst types from USPTO. Task: Predict which catalyst facilitates the given reaction. (1) Reactant: [F:8][C:7]([F:10])([F:9])[C:6](O[C:6](=[O:11])[C:7]([F:10])([F:9])[F:8])=[O:11].[F:14][C:15]1[CH:16]=[C:17]([CH:19]=[CH:20][C:21]=1[O:22][C:23]1[CH:28]=[CH:27][N:26]=[C:25]2[NH:29][CH:30]=[CH:31][C:24]=12)[NH2:18].C(N(CC)CC)C. Product: [F:10][C:7]([F:8])([F:9])[C:6]([NH:18][C:17]1[CH:19]=[CH:20][C:21]([O:22][C:23]2[CH:28]=[CH:27][N:26]=[C:25]3[NH:29][CH:30]=[CH:31][C:24]=23)=[C:15]([F:14])[CH:16]=1)=[O:11]. The catalyst class is: 4. (2) The catalyst class is: 62. Reactant: Br[C:2]1[C:10]2[C:9]([N:11]3[CH2:16][CH2:15][CH2:14][CH:13]([CH3:17])[CH2:12]3)=[N:8][CH:7]=[N:6][C:5]=2[N:4]([S:18]([C:21]2[CH:26]=[CH:25][C:24]([CH3:27])=[CH:23][CH:22]=2)(=[O:20])=[O:19])[CH:3]=1.C(N(CC)CC)C.[CH3:35][C:36]1([CH3:43])[C:40]([CH3:42])([CH3:41])[O:39][BH:38][O:37]1. Product: [CH3:27][C:24]1[CH:25]=[CH:26][C:21]([S:18]([N:4]2[C:5]3[N:6]=[CH:7][N:8]=[C:9]([N:11]4[CH2:16][CH2:15][CH2:14][CH:13]([CH3:17])[CH2:12]4)[C:10]=3[C:2]([B:38]3[O:39][C:40]([CH3:42])([CH3:41])[C:36]([CH3:43])([CH3:35])[O:37]3)=[CH:3]2)(=[O:20])=[O:19])=[CH:22][CH:23]=1. (3) Reactant: [Cl:1][C:2]1[NH:3][CH:4]=[C:5]([N+:7]([O-:9])=[O:8])[N:6]=1.[N+:10]([C:13]1[CH:26]=[CH:25][C:16]([C:17]([O:19][CH2:20][C@:21]2([CH3:24])[CH2:23][O:22]2)=[O:18])=[CH:15][CH:14]=1)([O-:12])=[O:11].C(N(CC)CC)C. Product: [Cl:1][C:2]1[N:3]([CH2:24][C@@:21]([OH:22])([CH3:23])[CH2:20][O:19][C:17](=[O:18])[C:16]2[CH:15]=[CH:14][C:13]([N+:10]([O-:12])=[O:11])=[CH:26][CH:25]=2)[CH:4]=[C:5]([N+:7]([O-:9])=[O:8])[N:6]=1. The catalyst class is: 13. (4) Reactant: CN(C)/[CH:3]=[CH:4]/[C:5]([C:7]1[N:11]2[CH:12]=[CH:13][CH:14]=[C:15]([N:16]=[CH:17][N:18]([CH3:20])[CH3:19])[C:10]2=[N:9][C:8]=1[C:21]1[CH:26]=[CH:25][C:24]([F:27])=[CH:23][CH:22]=1)=O.Cl.[CH:30]1([NH:35][C:36]([NH2:38])=[NH:37])[CH2:34][CH2:33][CH2:32][CH2:31]1.C(=O)([O-])[O-].[K+].[K+].C(OCC)(=O)C. Product: [CH:30]1([NH:35][C:36]2[N:38]=[C:5]([C:7]3[N:11]4[CH:12]=[CH:13][CH:14]=[C:15]([N:16]=[CH:17][N:18]([CH3:20])[CH3:19])[C:10]4=[N:9][C:8]=3[C:21]3[CH:22]=[CH:23][C:24]([F:27])=[CH:25][CH:26]=3)[CH:4]=[CH:3][N:37]=2)[CH2:34][CH2:33][CH2:32][CH2:31]1. The catalyst class is: 35. (5) Reactant: [CH2:1]([O:3][C:4](=[O:29])[CH2:5][C:6]1[CH:11]=[CH:10][C:9]([O:12][CH3:13])=[C:8]([O:14][C:15]2[CH:20]=[CH:19][C:18]([NH2:21])=[CH:17][C:16]=2[CH2:22][N:23]2[CH2:27][CH2:26][O:25][C:24]2=[O:28])[CH:7]=1)[CH3:2].[Cl:30][C:31]1[CH:39]=[CH:38][C:34]([C:35](Cl)=[O:36])=[CH:33][CH:32]=1.C(N(CC)CC)C. Product: [CH2:1]([O:3][C:4](=[O:29])[CH2:5][C:6]1[CH:11]=[CH:10][C:9]([O:12][CH3:13])=[C:8]([O:14][C:15]2[CH:20]=[CH:19][C:18]([NH:21][C:35](=[O:36])[C:34]3[CH:38]=[CH:39][C:31]([Cl:30])=[CH:32][CH:33]=3)=[CH:17][C:16]=2[CH2:22][N:23]2[CH2:27][CH2:26][O:25][C:24]2=[O:28])[CH:7]=1)[CH3:2]. The catalyst class is: 2.